Task: Predict the reactants needed to synthesize the given product.. Dataset: Full USPTO retrosynthesis dataset with 1.9M reactions from patents (1976-2016) (1) Given the product [CH2:40]([O:39][C:36](=[O:38])[CH:37]=[C:19]([N:14]1[C:15]2[C:11](=[CH:10][C:9]([O:8][CH2:1][C:2]3[CH:3]=[CH:4][CH:5]=[CH:6][CH:7]=3)=[CH:17][CH:16]=2)[CH:12]=[CH:13]1)[C:44]1[CH:43]=[CH:42][CH:47]=[CH:46][CH:45]=1)[CH3:41], predict the reactants needed to synthesize it. The reactants are: [CH2:1]([O:8][C:9]1[CH:10]=[C:11]2[C:15](=[CH:16][CH:17]=1)[NH:14][CH:13]=[CH:12]2)[C:2]1[CH:7]=[CH:6][CH:5]=[CH:4][CH:3]=1.[F-].[CH2:19]([N+](CCCC)(CCCC)CCCC)CCC.[C:36]([O:39][CH2:40][CH3:41])(=[O:38])[CH3:37].[CH3:42][CH2:43][CH2:44][CH2:45][CH2:46][CH3:47]. (2) Given the product [CH2:1]([N:8]1[C:17]2[C:12](=[C:13]([Cl:18])[CH:14]=[CH:15][CH:16]=2)[C:11](=[O:19])[C:10]([CH2:20][OH:21])=[N:9]1)[C:2]1[CH:3]=[CH:4][CH:5]=[CH:6][CH:7]=1, predict the reactants needed to synthesize it. The reactants are: [CH2:1]([N:8]1[C:17]2[C:12](=[C:13]([Cl:18])[CH:14]=[CH:15][CH:16]=2)[C:11](=[O:19])[C:10]([C:20](OC)=[O:21])=[N:9]1)[C:2]1[CH:7]=[CH:6][CH:5]=[CH:4][CH:3]=1.CC(C[AlH]CC(C)C)C. (3) Given the product [CH2:23]([C:2]1[C:11]([N:12]([CH2:19][CH3:20])[CH:13]2[CH2:18][CH2:17][O:16][CH2:15][CH2:14]2)=[CH:10][CH:9]=[CH:8][C:3]=1[C:4]([O:6][CH3:7])=[O:5])[CH:22]=[CH2:21], predict the reactants needed to synthesize it. The reactants are: Br[C:2]1[C:11]([N:12]([CH2:19][CH3:20])[CH:13]2[CH2:18][CH2:17][O:16][CH2:15][CH2:14]2)=[CH:10][CH:9]=[CH:8][C:3]=1[C:4]([O:6][CH3:7])=[O:5].[CH2:21]([Sn](CCCC)(CCCC)CCCC)[CH:22]=[CH2:23].C([O-])([O-])=O.[K+].[K+].CN(C=O)C. (4) Given the product [Si:22]([O:21][CH2:20][CH:19]([N:12]1[C:13]2[CH:18]=[CH:17][N:16]=[CH:15][C:14]=2[C:10]([C:8]([C:4]2[CH:3]=[C:2]([NH:1][C:39](=[O:40])[CH2:38][C:34]3[CH:35]=[CH:36][CH:37]=[C:32]([C:31]([F:42])([F:30])[F:43])[CH:33]=3)[CH:7]=[CH:6][N:5]=2)=[O:9])=[CH:11]1)[CH3:29])([C:25]([CH3:28])([CH3:27])[CH3:26])([CH3:23])[CH3:24], predict the reactants needed to synthesize it. The reactants are: [NH2:1][C:2]1[CH:7]=[CH:6][N:5]=[C:4]([C:8]([C:10]2[C:14]3[CH:15]=[N:16][CH:17]=[CH:18][C:13]=3[N:12]([CH:19]([CH3:29])[CH2:20][O:21][Si:22]([C:25]([CH3:28])([CH3:27])[CH3:26])([CH3:24])[CH3:23])[CH:11]=2)=[O:9])[CH:3]=1.[F:30][C:31]([F:43])([F:42])[C:32]1[CH:33]=[C:34]([CH2:38][C:39](O)=[O:40])[CH:35]=[CH:36][CH:37]=1. (5) Given the product [Br:11][C:5]1[NH:1][C:2]([C:6]([O:8][CH2:9][CH3:10])=[O:7])=[CH:3][CH:4]=1, predict the reactants needed to synthesize it. The reactants are: [NH:1]1[CH:5]=[CH:4][CH:3]=[C:2]1[C:6]([O:8][CH2:9][CH3:10])=[O:7].[Br:11]N1C(=O)CCC1=O.O.C(OCC)(=O)C. (6) Given the product [Cl:1][C:2]1[CH:3]=[C:4]([C:11]2[CH:16]=[CH:15][C:14]([N+:17]([O-:19])=[O:18])=[CH:13][CH:12]=2)[CH:5]=[CH:6][C:7]=1[C:8]([NH:31][C@H:30]([C:29]([O:28][CH3:27])=[O:35])[CH:32]([CH3:34])[CH3:33])=[O:10], predict the reactants needed to synthesize it. The reactants are: [Cl:1][C:2]1[CH:3]=[C:4]([C:11]2[CH:16]=[CH:15][C:14]([N+:17]([O-:19])=[O:18])=[CH:13][CH:12]=2)[CH:5]=[CH:6][C:7]=1[C:8]([OH:10])=O.C(Cl)(=O)C(Cl)=O.Cl.[CH3:27][O:28][C:29](=[O:35])[C@H:30]([CH:32]([CH3:34])[CH3:33])[NH2:31].C(N(CC)CC)C.